Dataset: Full USPTO retrosynthesis dataset with 1.9M reactions from patents (1976-2016). Task: Predict the reactants needed to synthesize the given product. (1) Given the product [OH:1][C@@:2]1([C:9]#[C:10][C:11]2[CH:12]=[C:13]([C:17]3[N:18]=[C:19]([C:27]([NH2:32])=[O:29])[C:20]4[CH:25]=[CH:24][N:23]([CH3:26])[C:21]=4[N:22]=3)[CH:14]=[CH:15][CH:16]=2)[CH2:6][CH2:5][N:4]([CH3:7])[C:3]1=[O:8], predict the reactants needed to synthesize it. The reactants are: [OH:1][C@@:2]1([C:9]#[C:10][C:11]2[CH:12]=[C:13]([C:17]3[N:18]=[C:19]([C:27]([O:29]CC)=O)[C:20]4[CH:25]=[CH:24][N:23]([CH3:26])[C:21]=4[N:22]=3)[CH:14]=[CH:15][CH:16]=2)[CH2:6][CH2:5][N:4]([CH3:7])[C:3]1=[O:8].[NH3:32]. (2) Given the product [C:19]([C:12]1[C:13]2[C:18](=[CH:17][CH:16]=[CH:15][CH:14]=2)[C:9]([N:5]2[CH2:6][CH2:7][CH2:8][CH:3]([CH2:2][NH:1][C:28](=[O:30])[CH3:29])[CH2:4]2)=[CH:10][CH:11]=1)#[N:20], predict the reactants needed to synthesize it. The reactants are: [NH2:1][CH2:2][CH:3]1[CH2:8][CH2:7][CH2:6][N:5]([C:9]2[C:18]3[C:13](=[CH:14][CH:15]=[CH:16][CH:17]=3)[C:12]([C:19]#[N:20])=[CH:11][CH:10]=2)[CH2:4]1.C(N(CC)CC)C.[C:28](Cl)(=[O:30])[CH3:29]. (3) Given the product [C:22]([C:9]1[CH:10]=[N:11][C:12]2[C:17]([C:8]=1[C:4]1[CH:3]=[C:2]([NH:1][CH2:30][C:32]3[CH:37]=[CH:36][C:35]([C:38]4[CH:43]=[CH:42][C:41]([CH2:44][C:45]([OH:47])=[O:46])=[CH:40][CH:39]=4)=[CH:34][CH:33]=3)[CH:7]=[CH:6][CH:5]=1)=[CH:16][CH:15]=[CH:14][C:13]=2[C:18]([F:21])([F:19])[F:20])(=[O:23])[C:24]1[CH:25]=[CH:26][CH:27]=[CH:28][CH:29]=1, predict the reactants needed to synthesize it. The reactants are: [NH2:1][C:2]1[CH:3]=[C:4]([C:8]2[C:17]3[C:12](=[C:13]([C:18]([F:21])([F:20])[F:19])[CH:14]=[CH:15][CH:16]=3)[N:11]=[CH:10][C:9]=2[C:22]([C:24]2[CH:29]=[CH:28][CH:27]=[CH:26][CH:25]=2)=[O:23])[CH:5]=[CH:6][CH:7]=1.[CH:30]([C:32]1[CH:37]=[CH:36][C:35]([C:38]2[CH:43]=[CH:42][C:41]([CH2:44][C:45]([OH:47])=[O:46])=[CH:40][CH:39]=2)=[CH:34][CH:33]=1)=O. (4) The reactants are: [CH:1]1([C:7]2[CH:20]=[CH:19][C:10]([O:11][CH2:12][C@H:13]3[O:17][C:16]([NH2:18])=[N:15][CH2:14]3)=[CH:9][CH:8]=2)[CH2:6][CH2:5][CH2:4][CH2:3][CH2:2]1.C1O[C@H]1CCl.C1(C2C=CC(O)=CC=2)CCCCC1.[C:39](OC)(=[O:43])[C:40]([CH3:42])=[CH2:41].C1(C=CC(O)=CC=1)O. Given the product [CH:1]1([C:7]2[CH:20]=[CH:19][C:10]([O:11][CH2:12][C@H:13]3[O:17][C:16]4=[N:18][C:39](=[O:43])[C@H:40]([CH3:42])[CH2:41][N:15]4[CH2:14]3)=[CH:9][CH:8]=2)[CH2:2][CH2:3][CH2:4][CH2:5][CH2:6]1.[CH:1]1([C:7]2[CH:20]=[CH:19][C:10]([O:11][CH2:12][C@H:13]3[O:17][C:16]4=[N:18][C:39](=[O:43])[C@@H:40]([CH3:42])[CH2:41][N:15]4[CH2:14]3)=[CH:9][CH:8]=2)[CH2:2][CH2:3][CH2:4][CH2:5][CH2:6]1, predict the reactants needed to synthesize it. (5) Given the product [CH:11]1([C:15]2[CH:20]=[CH:19][C:18]([C:2]3[CH:3]=[C:4]4[CH:5]=[CH:6][NH:7][C:8]4=[N:9][CH:10]=3)=[C:17]([F:24])[C:16]=2[O:25][CH3:26])[CH2:12][CH2:13][CH2:14]1, predict the reactants needed to synthesize it. The reactants are: Br[C:2]1[CH:3]=[C:4]2[C:8](=[N:9][CH:10]=1)[NH:7][CH:6]=[CH:5]2.[CH:11]1([C:15]2[CH:20]=[CH:19][C:18](B(O)O)=[C:17]([F:24])[C:16]=2[O:25][CH3:26])[CH2:14][CH2:13][CH2:12]1.C(Cl)Cl.C([O-])([O-])=O.[K+].[K+]. (6) Given the product [C:1]1([CH2:7][CH2:8][C:9]2[NH:21][C:12]3=[N:13][CH:14]=[CH:15][C:16]([C:17]4[O:18][C:23]([NH2:22])=[N:20][N:19]=4)=[C:11]3[CH:10]=2)[CH:6]=[CH:5][CH:4]=[CH:3][CH:2]=1, predict the reactants needed to synthesize it. The reactants are: [C:1]1([CH2:7][CH2:8][C:9]2[NH:21][C:12]3[N:13]=[CH:14][CH:15]=[C:16]([C:17]([NH:19][NH2:20])=[O:18])[C:11]=3[CH:10]=2)[CH:6]=[CH:5][CH:4]=[CH:3][CH:2]=1.[N:22]#[C:23]Br. (7) Given the product [F:12][C:9]1[CH:10]=[CH:11][C:6]([O:5][CH2:4][CH:3]([OH:13])[CH2:2][NH:1][C:21](=[O:22])[O:23][C:24]([CH3:27])([CH3:26])[CH3:25])=[CH:7][CH:8]=1, predict the reactants needed to synthesize it. The reactants are: [NH2:1][CH2:2][CH:3]([OH:13])[CH2:4][O:5][C:6]1[CH:11]=[CH:10][C:9]([F:12])=[CH:8][CH:7]=1.C(N(CC)CC)C.[C:21](O[C:21]([O:23][C:24]([CH3:27])([CH3:26])[CH3:25])=[O:22])([O:23][C:24]([CH3:27])([CH3:26])[CH3:25])=[O:22]. (8) Given the product [NH:32]([CH2:33][CH2:34][CH2:35][CH2:36][NH:37][C:60]([C@@H:51]([NH:46][C:56]([CH2:55][CH2:54][CH2:53][C:52]([OH:58])=[O:59])=[O:57])[CH2:50][C:49]1[CH:18]=[CH:17][C:16]([C:5]2[CH:10]=[CH:9][CH:8]=[CH:7][CH:6]=2)=[CH:47][CH:48]=1)=[O:61])[C:31]([NH2:30])=[NH:45], predict the reactants needed to synthesize it. The reactants are: ON1[C:6]2[CH:7]=[CH:8][CH:9]=[CH:10][C:5]=2N=N1.CCN=C=N[CH2:16][CH2:17][CH2:18]N(C)C.Cl.C(OC([NH:30][C:31](=[NH:45])[N:32](C(OC(C)(C)C)=O)[CH2:33][CH2:34][CH2:35][CH2:36][NH2:37])=O)(C)(C)C.[NH:46]1[CH2:51][CH2:50][CH2:49][CH2:48][CH2:47]1.[C:52]1(=[O:59])[O:58][C:56](=[O:57])[CH2:55][CH2:54][CH2:53]1.[C:60](O)(C(F)(F)F)=[O:61].